This data is from Forward reaction prediction with 1.9M reactions from USPTO patents (1976-2016). The task is: Predict the product of the given reaction. (1) Given the reactants [CH3:1][O:2][C:3]1[CH:4]=[C:5]([S:9][C:10]2[CH:18]=[CH:17][CH:16]=[CH:15][C:11]=2[C:12]([OH:14])=O)[CH:6]=[CH:7][CH:8]=1.C(OC(=O)C)(=O)C.CS(O)(=O)=O, predict the reaction product. The product is: [CH3:1][O:2][C:3]1[CH:8]=[CH:7][C:6]2[C:12](=[O:14])[C:11]3[C:10]([S:9][C:5]=2[CH:4]=1)=[CH:18][CH:17]=[CH:16][CH:15]=3. (2) Given the reactants C(O[C:6]([N:8]1[CH2:12][C:11](=[N:13][O:14][CH2:15][C:16]2[CH:21]=[CH:20][C:19]([Cl:22])=[C:18]([Cl:23])[CH:17]=2)[CH2:10][C@H:9]1[C:24]([OH:26])=O)=[O:7])(C)(C)C.C(Cl)(=O)[C:28]1[CH:33]=[CH:32][CH:31]=[CH:30][CH:29]=1.[NH:36]1[CH2:41][CH2:40][O:39][CH2:38][CH2:37]1, predict the reaction product. The product is: [Cl:23][C:18]1[CH:17]=[C:16]([CH:21]=[CH:20][C:19]=1[Cl:22])[CH2:15][O:14][N:13]=[C:11]1[CH2:10][C@@H:9]([C:24]([N:36]2[CH2:41][CH2:40][O:39][CH2:38][CH2:37]2)=[O:26])[N:8]([C:6](=[O:7])[C:28]2[CH:29]=[CH:30][CH:31]=[CH:32][CH:33]=2)[CH2:12]1. (3) Given the reactants C1C=CC(P(C2C=CC=CC=2)C2C=CC=CC=2)=CC=1.[Cl:20][C:21]1[CH:22]=[CH:23][C:24]([OH:27])=[N:25][CH:26]=1.C1C=CC(COC(/N=N/C(OCC2C=CC=CC=2)=O)=O)=CC=1.[CH2:50]([N:57]1[CH2:61][C@H:60]([C:62]2[CH:67]=[CH:66][C:65]([F:68])=[CH:64][CH:63]=2)[C@@H:59]([C@H:69](O)[CH3:70])[CH2:58]1)[C:51]1[CH:56]=[CH:55][CH:54]=[CH:53][CH:52]=1, predict the reaction product. The product is: [CH2:50]([N:57]1[CH2:61][C@H:60]([C:62]2[CH:63]=[CH:64][C:65]([F:68])=[CH:66][CH:67]=2)[C@@H:59]([C@@H:69]([O:27][C:24]2[CH:23]=[CH:22][C:21]([Cl:20])=[CH:26][N:25]=2)[CH3:70])[CH2:58]1)[C:51]1[CH:52]=[CH:53][CH:54]=[CH:55][CH:56]=1. (4) Given the reactants [C:1]([N:4]1[CH2:11][CH2:10][C:9](=[O:12])[NH:8][CH2:7][C:6]2[CH:13]=[C:14]([NH2:17])[CH:15]=[CH:16][C:5]1=2)(=[O:3])[CH3:2].Cl[C:19]1[N:24]=[C:23]([NH:25][C:26]2[C:36]([F:37])=[CH:35][CH:34]=[CH:33][C:27]=2[C:28]([NH:30][CH2:31][CH3:32])=[O:29])[C:22]([Cl:38])=[CH:21][N:20]=1, predict the reaction product. The product is: [C:1]([N:4]1[CH2:11][CH2:10][C:9](=[O:12])[NH:8][CH2:7][C:6]2[CH:13]=[C:14]([NH:17][C:19]3[N:24]=[C:23]([NH:25][C:26]4[C:36]([F:37])=[CH:35][CH:34]=[CH:33][C:27]=4[C:28]([NH:30][CH2:31][CH3:32])=[O:29])[C:22]([Cl:38])=[CH:21][N:20]=3)[CH:15]=[CH:16][C:5]1=2)(=[O:3])[CH3:2]. (5) Given the reactants [CH3:1][CH:2]([N:6]([C:9]1[CH:14]=[CH:13][CH:12]=[C:11]([N+:15]([O-:17])=[O:16])[CH:10]=1)[CH:7]=O)[C:3](=O)[CH3:4].C([O-])(=O)C.[NH4+:22].C(O)(=O)C.[OH-].[Na+], predict the reaction product. The product is: [CH3:4][C:3]1[N:22]=[CH:7][N:6]([C:9]2[CH:14]=[CH:13][CH:12]=[C:11]([N+:15]([O-:17])=[O:16])[CH:10]=2)[C:2]=1[CH3:1]. (6) Given the reactants C(OC(=O)[NH:7][CH2:8][C:9]([N:11]1[CH2:16][CH2:15][CH:14]([C:17]2[CH:22]=[CH:21][C:20]([NH:23][C:24]([C:26]3[NH:27][CH:28]=[C:29]([C:31]#[N:32])[N:30]=3)=[O:25])=[C:19]([C:33]3[CH2:38][CH2:37][CH2:36][CH2:35][CH:34]=3)[CH:18]=2)[CH2:13][CH2:12]1)=[O:10])(C)(C)C.CCO.[C:43]([OH:49])([C:45]([F:48])([F:47])[F:46])=[O:44], predict the reaction product. The product is: [F:46][C:45]([F:48])([F:47])[C:43]([OH:49])=[O:44].[NH2:7][CH2:8][C:9]([N:11]1[CH2:16][CH2:15][CH:14]([C:17]2[CH:22]=[CH:21][C:20]([NH:23][C:24]([C:26]3[NH:27][CH:28]=[C:29]([C:31]#[N:32])[N:30]=3)=[O:25])=[C:19]([C:33]3[CH2:38][CH2:37][CH2:36][CH2:35][CH:34]=3)[CH:18]=2)[CH2:13][CH2:12]1)=[O:10]. (7) The product is: [Cl:19][C:20]1[CH:26]=[CH:25][C:24]([F:27])=[CH:23][C:21]=1[NH:22][C:8](=[O:10])[CH:2]([CH3:1])[C:3]([O:5][CH2:6][CH3:7])=[O:4]. Given the reactants [CH3:1][CH:2]([C:8]([O:10]CC)=O)[C:3]([O:5][CH2:6][CH3:7])=[O:4].N1C=CC=CC=1.[Cl:19][C:20]1[CH:26]=[CH:25][C:24]([F:27])=[CH:23][C:21]=1[NH2:22], predict the reaction product. (8) Given the reactants Br[C:2]1[N:6]2[CH:7]=[CH:8][C:9]([C:11]([F:14])([F:13])[F:12])=[N:10][C:5]2=[N:4][CH:3]=1.C([Mg]Cl)(C)C.[CH2:20]([Sn:24](Cl)([CH2:29][CH2:30][CH2:31][CH3:32])[CH2:25][CH2:26][CH2:27][CH3:28])[CH2:21][CH2:22][CH3:23], predict the reaction product. The product is: [CH2:29]([Sn:24]([CH2:20][CH2:21][CH2:22][CH3:23])([CH2:25][CH2:26][CH2:27][CH3:28])[C:2]1[N:6]2[CH:7]=[CH:8][C:9]([C:11]([F:14])([F:13])[F:12])=[N:10][C:5]2=[N:4][CH:3]=1)[CH2:30][CH2:31][CH3:32]. (9) The product is: [OH:5][C:6]1[C:23]([N+:1]([O-:4])=[O:2])=[CH:22][C:9]2[CH2:10][CH2:11][N:12]([C:15]([O:17][C:18]([CH3:20])([CH3:21])[CH3:19])=[O:16])[CH2:13][CH2:14][C:8]=2[C:7]=1[CH3:24]. Given the reactants [N+:1]([O-:4])(O)=[O:2].[OH:5][C:6]1[CH:23]=[CH:22][C:9]2[CH2:10][CH2:11][N:12]([C:15]([O:17][C:18]([CH3:21])([CH3:20])[CH3:19])=[O:16])[CH2:13][CH2:14][C:8]=2[C:7]=1[CH3:24].C(Cl)Cl.CO.[NH4+].[OH-], predict the reaction product. (10) Given the reactants [C:1]([O:5][C:6](=[O:12])[N:7]([CH2:9][CH2:10][OH:11])C)([CH3:4])([CH3:3])[CH3:2].CCN(C(C)C)C(C)C.Cl[C:23](Cl)([O:25]C(=O)OC(Cl)(Cl)Cl)Cl.Cl.[NH2:35][C:36]1[N:44]=[CH:43][N:42]=[C:41]2[C:37]=1[N:38]=[CH:39][N:40]2[C:45]1[CH:50]=[CH:49][C:48]([NH:51][C:52]([NH:54][C:55]2[CH:60]=[CH:59][C:58]([Cl:61])=[C:57]([C:62]([F:65])([F:64])[F:63])[CH:56]=2)=[O:53])=[CH:47][CH:46]=1, predict the reaction product. The product is: [C:1]([O:5][C:6]([NH:7][CH2:9][CH2:10][O:11][C:23](=[O:25])[NH:35][C:36]1[N:44]=[CH:43][N:42]=[C:41]2[C:37]=1[N:38]=[CH:39][N:40]2[C:45]1[CH:46]=[CH:47][C:48]([NH:51][C:52]([NH:54][C:55]2[CH:60]=[CH:59][C:58]([Cl:61])=[C:57]([C:62]([F:64])([F:65])[F:63])[CH:56]=2)=[O:53])=[CH:49][CH:50]=1)=[O:12])([CH3:2])([CH3:3])[CH3:4].